From a dataset of Reaction yield outcomes from USPTO patents with 853,638 reactions. Predict the reaction yield, written as a fraction of the theoretical maximum amount of product (1.0 means a 100% yield; for example, 0.34 means a 34% yield). (1) The reactants are B(F)(F)F.CCOCC.[C:10](#[N:14])[CH2:11][C:12]#[N:13].[N+](=[CH:17][C:18]([C:20]1[CH:25]=[CH:24][CH:23]=[CH:22][CH:21]=1)=[O:19])=[N-]. The catalyst is C(Cl)Cl. The product is [C:20]1([C:18]2[O:19][C:12]([CH2:11][C:10]#[N:14])=[N:13][CH:17]=2)[CH:25]=[CH:24][CH:23]=[CH:22][CH:21]=1. The yield is 0.320. (2) The reactants are [CH3:1][C:2]1([CH2:13][N:14]2[CH2:19][CH2:18][N:17]([C:20]([O:22][CH2:23][C:24]3[CH:29]=[CH:28][C:27]([C:30](OC)([O:32]C)[CH3:31])=[CH:26][CH:25]=3)=[O:21])[CH2:16][CH2:15]2)[O:6][C:5]2=[N:7][C:8]([N+:10]([O-:12])=[O:11])=[CH:9][N:4]2[CH2:3]1.Cl.C(=O)([O-])O.[Na+]. The catalyst is C1COCC1. The product is [CH3:1][C:2]1([CH2:13][N:14]2[CH2:15][CH2:16][N:17]([C:20]([O:22][CH2:23][C:24]3[CH:25]=[CH:26][C:27]([C:30](=[O:32])[CH3:31])=[CH:28][CH:29]=3)=[O:21])[CH2:18][CH2:19]2)[O:6][C:5]2=[N:7][C:8]([N+:10]([O-:12])=[O:11])=[CH:9][N:4]2[CH2:3]1. The yield is 0.990. (3) The reactants are [Cl:1][C:2]1[C:3]([F:29])=[C:4]([NH:8][C:9]2[C:18]3[C:13](=[CH:14][C:15]([O:27][CH3:28])=[C:16]([CH2:19][NH:20][C:21]([CH3:26])([C:23]([NH2:25])=[O:24])[CH3:22])[CH:17]=3)[N:12]=[CH:11][N:10]=2)[CH:5]=[CH:6][CH:7]=1.[CH2:30]=O. No catalyst specified. The product is [Cl:1][C:2]1[C:3]([F:29])=[C:4]([NH:8][C:9]2[C:18]3[C:13](=[CH:14][C:15]([O:27][CH3:28])=[C:16]([CH2:19][N:20]([CH3:30])[C:21]([CH3:26])([C:23]([NH2:25])=[O:24])[CH3:22])[CH:17]=3)[N:12]=[CH:11][N:10]=2)[CH:5]=[CH:6][CH:7]=1. The yield is 0.760. (4) The reactants are [CH3:1][CH2:2][O:3][C:4]([CH:6]1[CH2:12][CH2:11][C:9](=[O:10])[CH2:8][CH2:7]1)=[O:5].C[Si]([N-][Si](C)(C)C)(C)C.[Li+].C1C=CC(N([S:30]([C:33]([F:36])([F:35])[F:34])(=[O:32])=[O:31])[S:30]([C:33]([F:36])([F:35])[F:34])(=[O:32])=[O:31])=CC=1.S([O-])(O)(=O)=O.[Na+]. The catalyst is O1CCCC1. The product is [CH2:2]([O:3][C:4]([CH:6]1[CH2:12][CH2:11][C:9]([O:10][S:30]([C:33]([F:36])([F:35])[F:34])(=[O:32])=[O:31])=[CH:8][CH2:7]1)=[O:5])[CH3:1]. The yield is 0.942.